Dataset: NCI-60 drug combinations with 297,098 pairs across 59 cell lines. Task: Regression. Given two drug SMILES strings and cell line genomic features, predict the synergy score measuring deviation from expected non-interaction effect. (1) Drug 1: CN(C)N=NC1=C(NC=N1)C(=O)N. Drug 2: CCC1(C2=C(COC1=O)C(=O)N3CC4=CC5=C(C=CC(=C5CN(C)C)O)N=C4C3=C2)O.Cl. Cell line: 786-0. Synergy scores: CSS=30.3, Synergy_ZIP=-1.18, Synergy_Bliss=-1.97, Synergy_Loewe=-27.5, Synergy_HSA=-1.57. (2) Drug 1: C1CC(=O)NC(=O)C1N2CC3=C(C2=O)C=CC=C3N. Drug 2: C1=CC=C(C=C1)NC(=O)CCCCCCC(=O)NO. Cell line: SK-MEL-28. Synergy scores: CSS=15.0, Synergy_ZIP=-1.55, Synergy_Bliss=2.96, Synergy_Loewe=-8.35, Synergy_HSA=2.83. (3) Drug 2: CC1C(C(CC(O1)OC2CC(CC3=C2C(=C4C(=C3O)C(=O)C5=CC=CC=C5C4=O)O)(C(=O)C)O)N)O. Synergy scores: CSS=42.3, Synergy_ZIP=-1.73, Synergy_Bliss=2.47, Synergy_Loewe=-7.71, Synergy_HSA=4.03. Drug 1: C1=CC(=CC=C1CC(C(=O)O)N)N(CCCl)CCCl.Cl. Cell line: SN12C. (4) Drug 1: C1C(C(OC1N2C=C(C(=O)NC2=O)F)CO)O. Drug 2: B(C(CC(C)C)NC(=O)C(CC1=CC=CC=C1)NC(=O)C2=NC=CN=C2)(O)O. Cell line: RPMI-8226. Synergy scores: CSS=46.8, Synergy_ZIP=-4.12, Synergy_Bliss=-5.72, Synergy_Loewe=-9.40, Synergy_HSA=-3.37. (5) Drug 1: CS(=O)(=O)C1=CC(=C(C=C1)C(=O)NC2=CC(=C(C=C2)Cl)C3=CC=CC=N3)Cl. Synergy scores: CSS=31.4, Synergy_ZIP=11.3, Synergy_Bliss=12.5, Synergy_Loewe=-5.18, Synergy_HSA=12.3. Cell line: PC-3. Drug 2: C1=CC(=C2C(=C1NCCNCCO)C(=O)C3=C(C=CC(=C3C2=O)O)O)NCCNCCO. (6) Drug 1: CC1CCC2CC(C(=CC=CC=CC(CC(C(=O)C(C(C(=CC(C(=O)CC(OC(=O)C3CCCCN3C(=O)C(=O)C1(O2)O)C(C)CC4CCC(C(C4)OC)OCCO)C)C)O)OC)C)C)C)OC. Drug 2: COCCOC1=C(C=C2C(=C1)C(=NC=N2)NC3=CC=CC(=C3)C#C)OCCOC.Cl. Cell line: CCRF-CEM. Synergy scores: CSS=15.7, Synergy_ZIP=-2.60, Synergy_Bliss=0.619, Synergy_Loewe=-14.7, Synergy_HSA=-2.13. (7) Drug 1: C(CC(=O)O)C(=O)CN.Cl. Synergy scores: CSS=15.6, Synergy_ZIP=-6.52, Synergy_Bliss=-4.02, Synergy_Loewe=-1.34, Synergy_HSA=-0.378. Cell line: UACC-257. Drug 2: CC1=C(C(=O)C2=C(C1=O)N3CC4C(C3(C2COC(=O)N)OC)N4)N.